From a dataset of TCR-epitope binding with 47,182 pairs between 192 epitopes and 23,139 TCRs. Binary Classification. Given a T-cell receptor sequence (or CDR3 region) and an epitope sequence, predict whether binding occurs between them. (1) The epitope is FLKEKGGL. The TCR CDR3 sequence is CASDSGDHEQYF. Result: 0 (the TCR does not bind to the epitope). (2) The epitope is VLWAHGFEL. The TCR CDR3 sequence is CASSIIKGNQPQHF. Result: 0 (the TCR does not bind to the epitope). (3) The epitope is KLNVGDYFV. The TCR CDR3 sequence is CASSYGPPYEQYF. Result: 1 (the TCR binds to the epitope). (4) Result: 1 (the TCR binds to the epitope). The epitope is FVDGVPFVV. The TCR CDR3 sequence is CASSWGRDEQFF.